From a dataset of Full USPTO retrosynthesis dataset with 1.9M reactions from patents (1976-2016). Predict the reactants needed to synthesize the given product. Given the product [C:94]([O:93][C:92]([NH:91][C:4]1[CH:3]=[C:2]([C@H:1]([NH:8][C:9](=[O:10])[O:11][CH2:71][C:72]2[CH:73]=[CH:74][CH:75]=[CH:76][CH:77]=2)[CH2:16][OH:17])[CH:7]=[CH:6][CH:5]=1)=[O:98])([CH3:97])([CH3:96])[CH3:95], predict the reactants needed to synthesize it. The reactants are: [CH2:1]([NH:8][C:9](=[O:11])[O-:10])[C:2]1[CH:7]=[CH:6][CH:5]=[CH:4][CH:3]=1.[OH-].[Na+].ClN1C(C)(C)C(=O)N(Cl)[C:16]1=[O:17].CC[C@H]1[C@H]2C[C@H]([C@H](OC3[C:77]4[C:72](=[CH:73][CH:74]=[CH:75][CH:76]=4)[C:71](O[C@H]([C:71]4C=CN=[C:77]5[C:72]=4[CH:73]=[C:74](OC)[CH:75]=[CH:76]5)[C@@H]4N5C[C@H](CC)[C@@H](CC5)C4)=NN=3)[C:71]3C=CN=[C:77]4[C:72]=3[CH:73]=[C:74](OC)[CH:75]=[CH:76]4)N(CC2)C1.C(C1C=C([NH:91][C:92](=[O:98])[O:93][C:94]([CH3:97])([CH3:96])[CH3:95])C=CC=1)=C.